This data is from Peptide-MHC class II binding affinity with 134,281 pairs from IEDB. The task is: Regression. Given a peptide amino acid sequence and an MHC pseudo amino acid sequence, predict their binding affinity value. This is MHC class II binding data. (1) The peptide sequence is DKAVSGLRSLTTLLR. The MHC is DRB1_1101 with pseudo-sequence DRB1_1101. The binding affinity (normalized) is 0.635. (2) The peptide sequence is RRRLLVLDAVALERW. The MHC is DRB1_0101 with pseudo-sequence DRB1_0101. The binding affinity (normalized) is 0.717. (3) The peptide sequence is APNGGFRRIPRGALH. The MHC is DRB1_0405 with pseudo-sequence DRB1_0405. The binding affinity (normalized) is 0.584. (4) The peptide sequence is LGASPYKLGPSPKAR. The MHC is DRB1_0802 with pseudo-sequence DRB1_0802. The binding affinity (normalized) is 0.105. (5) The peptide sequence is TARLNSLGEAWTGGG. The MHC is DRB1_1101 with pseudo-sequence DRB1_1101. The binding affinity (normalized) is 0.309.